This data is from Full USPTO retrosynthesis dataset with 1.9M reactions from patents (1976-2016). The task is: Predict the reactants needed to synthesize the given product. (1) Given the product [CH3:13][C:12]1[NH:14][C:7](=[O:9])[C:6]2[CH:5]=[CH:4][S:3][C:2]=2[N:1]=1, predict the reactants needed to synthesize it. The reactants are: [NH2:1][C:2]1[S:3][CH:4]=[CH:5][C:6]=1[C:7]([O:9]CC)=O.[C:12](#[N:14])[CH3:13].Cl. (2) Given the product [C:20]1([CH2:19][CH2:18][CH2:17][CH2:16][O:3][CH2:4][C:5]2[O:9][N:8]=[C:7]([C:10]([O:12][CH2:13][CH3:14])=[O:11])[CH:6]=2)[CH:25]=[CH:24][CH:23]=[CH:22][CH:21]=1, predict the reactants needed to synthesize it. The reactants are: [H-].[Na+].[OH:3][CH2:4][C:5]1[O:9][N:8]=[C:7]([C:10]([O:12][CH2:13][CH3:14])=[O:11])[CH:6]=1.Br[CH2:16][CH2:17][CH2:18][CH2:19][C:20]1[CH:25]=[CH:24][CH:23]=[CH:22][CH:21]=1.[Cl-].[NH4+]. (3) Given the product [NH2:34][C:23]1[CH:24]=[C:25]([N:28]2[CH2:32][CH2:31][O:30][C:29]2=[O:33])[CH:26]=[CH:27][C:22]=1[C:20]([N:17]1[CH2:16][CH2:15][N:14]([C:8]2[C:7]([CH3:6])=[CH:12][C:11]([CH3:13])=[CH:10][N:9]=2)[CH2:19][CH2:18]1)=[O:21], predict the reactants needed to synthesize it. The reactants are: [Cl-].[NH4+].C(O)C.[CH3:6][C:7]1[C:8]([N:14]2[CH2:19][CH2:18][N:17]([C:20]([C:22]3[CH:27]=[CH:26][C:25]([N:28]4[CH2:32][CH2:31][O:30][C:29]4=[O:33])=[CH:24][C:23]=3[N+:34]([O-])=O)=[O:21])[CH2:16][CH2:15]2)=[N:9][CH:10]=[C:11]([CH3:13])[CH:12]=1. (4) Given the product [Br:1][C:2]1[S:3][C:4]([Cl:9])=[CH:5][C:6]=1[CH2:7][OH:8], predict the reactants needed to synthesize it. The reactants are: [Br:1][C:2]1[S:3][CH:4]=[CH:5][C:6]=1[CH2:7][OH:8].[Cl:9]N1C(=O)CCC1=O. (5) Given the product [CH2:1]([O:5][CH2:6][CH2:7][O:8][C:9]1[CH:10]=[CH:11][C:12]([C:15]2[CH:16]=[CH:17][C:18]3[N:24]([C:25](=[O:30])[C:26]([F:28])([F:27])[F:29])[CH2:23][CH2:22][C:21]([C:31]([NH:35][C:36]4[CH:41]=[CH:40][C:39]([CH:42]([OH:43])[C:44]5[CH:49]=[C:48]([CH3:50])[CH:47]=[CH:46][N:45]=5)=[C:38]([O:51][CH3:52])[CH:37]=4)=[O:33])=[CH:20][C:19]=3[CH:34]=2)=[CH:13][CH:14]=1)[CH2:2][CH2:3][CH3:4], predict the reactants needed to synthesize it. The reactants are: [CH2:1]([O:5][CH2:6][CH2:7][O:8][C:9]1[CH:14]=[CH:13][C:12]([C:15]2[CH:16]=[CH:17][C:18]3[N:24]([C:25](=[O:30])[C:26]([F:29])([F:28])[F:27])[CH2:23][CH2:22][C:21]([C:31]([OH:33])=O)=[CH:20][C:19]=3[CH:34]=2)=[CH:11][CH:10]=1)[CH2:2][CH2:3][CH3:4].[NH2:35][C:36]1[CH:41]=[CH:40][C:39]([CH:42]([C:44]2[CH:49]=[C:48]([CH3:50])[CH:47]=[CH:46][N:45]=2)[OH:43])=[C:38]([O:51][CH3:52])[CH:37]=1.ON1C2C=CC=CC=2N=N1.Cl.C(N=C=NCCCN(C)C)C. (6) Given the product [NH2:1][CH:3]([CH2:6][CH:7]1[CH2:8][CH2:9][O:10][CH2:11][CH2:12]1)[CH2:4][OH:5], predict the reactants needed to synthesize it. The reactants are: [NH:1]([CH:3]([CH2:6][CH:7]1[CH2:12][CH2:11][O:10][CH2:9][CH2:8]1)[CH2:4][OH:5])N. (7) Given the product [CH3:3][C:4]1[CH:5]=[CH:6][CH:7]=[C:8]([C:20]([OH:22])=[O:21])[C:9]=1[C:10]1[CH:15]=[CH:14][C:13]([C:16]([F:18])([F:19])[F:17])=[CH:12][CH:11]=1, predict the reactants needed to synthesize it. The reactants are: [OH-].[Na+].[CH3:3][C:4]1[CH:5]=[CH:6][CH:7]=[C:8]([C:20]([O:22]C)=[O:21])[C:9]=1[C:10]1[CH:15]=[CH:14][C:13]([C:16]([F:19])([F:18])[F:17])=[CH:12][CH:11]=1.